From a dataset of Forward reaction prediction with 1.9M reactions from USPTO patents (1976-2016). Predict the product of the given reaction. (1) Given the reactants [N+:1]([C:4]1[CH:9]=[CH:8][C:7]([N:10]=[N:11][C:12]2[C:21]3[C:16](=[CH:17][CH:18]=[CH:19][CH:20]=3)[C:15]([N:22]([CH3:24])[CH3:23])=[CH:14][CH:13]=2)=[CH:6][CH:5]=1)([O-])=O.O.O.O.O.O.O.O.O.O.S([O-])(O)(=O)=O.[Na+].CO, predict the reaction product. The product is: [NH2:1][C:4]1[CH:9]=[CH:8][C:7]([N:10]=[N:11][C:12]2[C:21]3[C:16](=[CH:17][CH:18]=[CH:19][CH:20]=3)[C:15]([N:22]([CH3:24])[CH3:23])=[CH:14][CH:13]=2)=[CH:6][CH:5]=1. (2) Given the reactants [Cl:1][C:2]1[CH:3]=[C:4]([CH:10]=[C:11]([O:14][CH2:15][CH3:16])[C:12]=1I)[C:5]([O:7][CH2:8][CH3:9])=[O:6].[F:17][C:18]1[CH:23]=[CH:22][C:21](B(O)O)=[CH:20][CH:19]=1.[F-].[Cs+].COCCOC, predict the reaction product. The product is: [Cl:1][C:2]1[CH:3]=[C:4]([C:5]([O:7][CH2:8][CH3:9])=[O:6])[CH:10]=[C:11]([O:14][CH2:15][CH3:16])[C:12]=1[C:21]1[CH:22]=[CH:23][C:18]([F:17])=[CH:19][CH:20]=1. (3) Given the reactants [C:1]([NH:5][C:6]1[C:15]2[CH:14]=[CH:13][CH:12]=[C:11]([C:16]([OH:18])=O)[C:10]=2[CH:9]=[CH:8][N:7]=1)([CH3:4])([CH3:3])[CH3:2].CN(C(ON1N=NC2C=CC=NC1=2)=[N+](C)C)C.F[P-](F)(F)(F)(F)F.CCN(C(C)C)C(C)C.[NH2:52][C:53]1[CH:54]=[C:55]([NH:60][C:61](=[O:72])[C:62]2[CH:67]=[CH:66][CH:65]=[C:64]([C:68]([F:71])([F:70])[F:69])[CH:63]=2)[CH:56]=[CH:57][C:58]=1[CH3:59], predict the reaction product. The product is: [C:1]([NH:5][C:6]1[C:15]2[CH:14]=[CH:13][CH:12]=[C:11]([C:16]([NH:52][C:53]3[CH:54]=[C:55]([NH:60][C:61](=[O:72])[C:62]4[CH:67]=[CH:66][CH:65]=[C:64]([C:68]([F:69])([F:70])[F:71])[CH:63]=4)[CH:56]=[CH:57][C:58]=3[CH3:59])=[O:18])[C:10]=2[CH:9]=[CH:8][N:7]=1)([CH3:2])([CH3:3])[CH3:4]. (4) Given the reactants [H-].[Na+].[OH:3][C:4]1[CH:9]=[CH:8][N:7]=[CH:6][CH:5]=1.[Cl:10][C:11]1[CH:27]=[C:26]([Cl:28])[CH:25]=[CH:24][C:12]=1[CH2:13][NH:14][C:15](=[O:23])[C:16]1[CH:21]=[CH:20][N:19]=[C:18](F)[CH:17]=1, predict the reaction product. The product is: [Cl:10][C:11]1[CH:27]=[C:26]([Cl:28])[CH:25]=[CH:24][C:12]=1[CH2:13][NH:14][C:15](=[O:23])[C:16]1[CH:17]=[CH:18][N:19]=[C:20]([O:3][C:4]2[CH:9]=[CH:8][N:7]=[CH:6][CH:5]=2)[CH:21]=1. (5) Given the reactants [F:1][C:2]1[CH:11]=[CH:10][C:9]([F:12])=[CH:8][C:3]=1[C:4]([NH:6][NH2:7])=[O:5].[C:13]([C:16]1[CH:21]=[CH:20][CH:19]=[CH:18][CH:17]=1)(=O)[CH3:14], predict the reaction product. The product is: [F:1][C:2]1[CH:11]=[CH:10][C:9]([F:12])=[CH:8][C:3]=1[C:4]([NH:6]/[N:7]=[C:13](/[C:16]1[CH:21]=[CH:20][CH:19]=[CH:18][CH:17]=1)\[CH3:14])=[O:5]. (6) Given the reactants [ClH:1].C(O[C:5](=[NH:14])[C:6]1[CH:11]=[CH:10][CH:9]=[CH:8][C:7]=1[C:12]#[N:13])C.C(O[CH:18](OCC)[CH2:19][NH2:20])C, predict the reaction product. The product is: [ClH:1].[NH:20]1[CH:19]=[CH:18][N:14]=[C:5]1[C:6]1[CH:11]=[CH:10][CH:9]=[CH:8][C:7]=1[C:12]#[N:13]. (7) The product is: [NH:12]1[C:20]2[C:15](=[CH:16][CH:17]=[CH:18][CH:19]=2)[CH:14]=[C:13]1[C:21]([N:8]1[CH2:9][CH2:10][CH:5]([CH2:4][CH:3]([OH:2])[CH3:11])[CH2:6][CH2:7]1)=[O:22]. Given the reactants Cl.[OH:2][CH:3]([CH3:11])[CH2:4][CH:5]1[CH2:10][CH2:9][NH:8][CH2:7][CH2:6]1.[NH:12]1[C:20]2[C:15](=[CH:16][CH:17]=[CH:18][CH:19]=2)[CH:14]=[C:13]1[C:21](O)=[O:22].Cl.C(N=C=NCCCN(C)C)C.ON1C2C=CC=CC=2N=N1.Cl, predict the reaction product. (8) Given the reactants CO[C:3]1[S:7][C:6]([CH2:8][C:9]2[CH:14]=[CH:13][C:12]([NH2:15])=[CH:11][CH:10]=2)=[CH:5][CH:4]=1.[OH2:16].[C:17]1(C)[CH:22]=[CH:22][C:17](S(O)(=O)=[O:16])=[CH:18][CH:18]=1.[OH-].[Na+], predict the reaction product. The product is: [CH:17]([O:16][C:3]1[S:7][C:6]([CH2:8][C:9]2[CH:14]=[CH:13][C:12]([NH2:15])=[CH:11][CH:10]=2)=[CH:5][CH:4]=1)([CH3:22])[CH3:18].